This data is from Forward reaction prediction with 1.9M reactions from USPTO patents (1976-2016). The task is: Predict the product of the given reaction. (1) Given the reactants [CH2:1]([CH2:5][C@H:6]([NH2:10])[C:7]([OH:9])=[O:8])[CH2:2][CH2:3][NH2:4].[ClH:11].[NH3:12], predict the reaction product. The product is: [ClH:11].[NH4+:4].[NH4+:12].[NH2:10][C@@H:6]([CH2:5][CH2:1][CH2:2][CH2:3][NH2:4])[C:7]([O-:9])=[O:8].[NH2:10][C@@H:6]([CH2:5][CH2:1][CH2:2][CH2:3][NH2:4])[C:7]([O-:9])=[O:8]. (2) Given the reactants C([O:3][C:4](=[O:30])[CH2:5][CH2:6][S:7][C:8]1[S:12][C:11]([NH:13][C:14]([N:16]([CH:23]2[CH2:28][CH2:27][CH2:26][CH2:25][CH2:24]2)[CH:17]2[CH2:22][CH2:21][CH2:20][CH2:19][CH2:18]2)=[O:15])=[N:10][C:9]=1[CH3:29])C.C(OC(=O)CCSC1SC(N)=NC=1C)C, predict the reaction product. The product is: [CH:23]1([N:16]([CH:17]2[CH2:18][CH2:19][CH2:20][CH2:21][CH2:22]2)[C:14](=[O:15])[NH:13][C:11]2[S:12][C:8]([S:7][CH2:6][CH2:5][C:4]([OH:30])=[O:3])=[C:9]([CH3:29])[N:10]=2)[CH2:24][CH2:25][CH2:26][CH2:27][CH2:28]1. (3) Given the reactants [CH:1]1([C:4]2[N:5]=[C:6]([NH:9][C:10]([C:12]3[C:17]([NH2:18])=[CH:16][CH:15]=[C:14]([CH3:19])[N:13]=3)=[O:11])[S:7][CH:8]=2)[CH2:3][CH2:2]1.Br[C:21]1[CH:22]=[N:23][CH:24]=[N:25][CH:26]=1, predict the reaction product. The product is: [CH:1]1([C:4]2[N:5]=[C:6]([NH:9][C:10]([C:12]3[C:17]([NH:18][C:21]4[CH:22]=[N:23][CH:24]=[N:25][CH:26]=4)=[CH:16][CH:15]=[C:14]([CH3:19])[N:13]=3)=[O:11])[S:7][CH:8]=2)[CH2:2][CH2:3]1. (4) Given the reactants C([NH:9][C:10]([NH:12][C:13]1[C:18]([Br:19])=[CH:17][C:16]([F:20])=[CH:15][C:14]=1[Br:21])=[S:11])(=O)C1C=CC=CC=1.C[O-].[Na+], predict the reaction product. The product is: [Br:19][C:18]1[CH:17]=[C:16]([F:20])[CH:15]=[C:14]([Br:21])[C:13]=1[NH:12][C:10]([NH2:9])=[S:11]. (5) Given the reactants [CH3:1][C:2]1[CH:7]=[CH:6][C:5]([S:8]([O:11][CH2:12][C@H:13]2[CH:22]=[CH:21][C:20]3[C:15](=[C:16]([C:24]4[CH:29]=[CH:28][C:27]([Cl:30])=[CH:26][C:25]=4[CH3:31])[C:17]([F:23])=[CH:18][CH:19]=3)[O:14]2)(=[O:10])=[O:9])=[CH:4][CH:3]=1, predict the reaction product. The product is: [CH3:1][C:2]1[CH:3]=[CH:4][C:5]([S:8]([O:11][CH2:12][C@H:13]2[CH2:22][CH2:21][C:20]3[C:15](=[C:16]([C:24]4[CH:29]=[CH:28][C:27]([Cl:30])=[CH:26][C:25]=4[CH3:31])[C:17]([F:23])=[CH:18][CH:19]=3)[O:14]2)(=[O:10])=[O:9])=[CH:6][CH:7]=1. (6) Given the reactants [CH2:1]([S:8][C:9]1[S:10][C:11]([CH2:14]O)=[CH:12][N:13]=1)[C:2]1[CH:7]=[CH:6][CH:5]=[CH:4][CH:3]=1.S(Cl)([Cl:18])=O.O, predict the reaction product. The product is: [CH2:1]([S:8][C:9]1[S:10][C:11]([CH2:14][Cl:18])=[CH:12][N:13]=1)[C:2]1[CH:7]=[CH:6][CH:5]=[CH:4][CH:3]=1.